The task is: Regression. Given a peptide amino acid sequence and an MHC pseudo amino acid sequence, predict their binding affinity value. This is MHC class I binding data.. This data is from Peptide-MHC class I binding affinity with 185,985 pairs from IEDB/IMGT. (1) The MHC is HLA-A33:01 with pseudo-sequence HLA-A33:01. The binding affinity (normalized) is 0. The peptide sequence is SIHLTKTDKK. (2) The peptide sequence is FMYALSRAF. The MHC is HLA-B27:20 with pseudo-sequence HLA-B27:20. The binding affinity (normalized) is 1.00. (3) The peptide sequence is CYWPLNDYGF. The MHC is HLA-A26:01 with pseudo-sequence HLA-A26:01. The binding affinity (normalized) is 0.